From a dataset of Full USPTO retrosynthesis dataset with 1.9M reactions from patents (1976-2016). Predict the reactants needed to synthesize the given product. (1) Given the product [Cl:58][C:59]1[CH:81]=[C:80]([O:82][C:83]2[CH:88]=[CH:87][CH:86]=[CH:85][CH:84]=2)[CH:79]=[CH:78][C:60]=1[CH2:61][CH:62]1[CH2:66][CH2:65][N:64]([CH:67]2[CH2:68][CH2:69][C:70](=[O:71])[CH2:75][CH2:76]2)[C:63]1=[O:77], predict the reactants needed to synthesize it. The reactants are: BrC1C=CC(CC2CCN(C3CCC4(OCCO4)CC3)C2=O)=C(Cl)C=1.C1(O)C=CC=CC=1.N1C2C(=CC=CC=2O)C=CC=1.C(=O)([O-])[O-].[K+].[K+].CN1CCN(C)C1=O.[Cl:58][C:59]1[CH:81]=[C:80]([O:82][C:83]2[CH:88]=[CH:87][CH:86]=[CH:85][CH:84]=2)[CH:79]=[CH:78][C:60]=1[CH2:61][CH:62]1[CH2:66][CH2:65][N:64]([CH:67]2[CH2:76][CH2:75][C:70]3(OCC[O:71]3)[CH2:69][CH2:68]2)[C:63]1=[O:77]. (2) Given the product [Cl:21][C:22]1[CH:29]=[CH:28][C:25]([CH:26]([OH:27])[C:2]2[C:3]([CH3:20])=[N:4][N:5]([C:12]3[CH:17]=[CH:16][N:15]=[C:14]([O:18][CH3:19])[N:13]=3)[C:6]=2[C:7]([O:9][CH2:10][CH3:11])=[O:8])=[CH:24][CH:23]=1, predict the reactants needed to synthesize it. The reactants are: I[C:2]1[C:3]([CH3:20])=[N:4][N:5]([C:12]2[CH:17]=[CH:16][N:15]=[C:14]([O:18][CH3:19])[N:13]=2)[C:6]=1[C:7]([O:9][CH2:10][CH3:11])=[O:8].[Cl:21][C:22]1[CH:29]=[CH:28][C:25]([CH:26]=[O:27])=[CH:24][CH:23]=1. (3) The reactants are: [N:1]([CH2:4][CH:5]([C:7]1[CH:8]=[C:9]([C:13](=[O:34])[C:14](=[C:25]2[NH:29][C:28]3[CH:30]=[CH:31][CH:32]=[CH:33][C:27]=3[NH:26]2)[C:15]([C:17]2[CH:22]=[C:21]([F:23])[CH:20]=[C:19]([F:24])[CH:18]=2)=[O:16])[CH:10]=[CH:11][CH:12]=1)[OH:6])=[N+]=[N-].[H][H]. Given the product [NH2:1][CH2:4][CH:5]([C:7]1[CH:8]=[C:9]([C:13](=[O:34])[C:14](=[C:25]2[NH:29][C:28]3[CH:30]=[CH:31][CH:32]=[CH:33][C:27]=3[NH:26]2)[C:15]([C:17]2[CH:22]=[C:21]([F:23])[CH:20]=[C:19]([F:24])[CH:18]=2)=[O:16])[CH:10]=[CH:11][CH:12]=1)[OH:6], predict the reactants needed to synthesize it. (4) Given the product [CH2:33]([NH:40][C:17]([C:16]1[N:12]([CH:11]2[C:10]3[C:5](=[CH:6][CH:7]=[CH:8][CH:9]=3)[C:4](=[O:20])[O:3][C:2]2([CH3:21])[CH3:1])[CH:13]=[N:14][CH:15]=1)=[O:19])[C:34]1[CH:39]=[CH:38][CH:37]=[CH:36][CH:35]=1, predict the reactants needed to synthesize it. The reactants are: [CH3:1][C:2]1([CH3:21])[CH:11]([N:12]2[C:16]([C:17]([OH:19])=O)=[CH:15][N:14]=[CH:13]2)[C:10]2[C:5](=[CH:6][CH:7]=[CH:8][CH:9]=2)[C:4](=[O:20])[O:3]1.CN(C)C=O.C(Cl)(=O)C(Cl)=O.[CH2:33]([NH2:40])[C:34]1[CH:39]=[CH:38][CH:37]=[CH:36][CH:35]=1. (5) Given the product [C:1]([O:5][C:6]([NH:8][CH2:9][CH2:10][O:11][C:12]1[CH:13]=[C:14]([C:15]#[N:16])[CH:17]=[CH:18][C:19]=1[CH:23]=[CH:22][C:21]([O:25][CH2:26][CH3:27])=[O:24])=[O:7])([CH3:4])([CH3:3])[CH3:2], predict the reactants needed to synthesize it. The reactants are: [C:1]([O:5][C:6]([NH:8][CH2:9][CH2:10][O:11][C:12]1[CH:13]=[C:14]([CH:17]=[CH:18][C:19]=1I)[C:15]#[N:16])=[O:7])([CH3:4])([CH3:3])[CH3:2].[C:21]([O:25][CH2:26][CH3:27])(=[O:24])[CH:22]=[CH2:23].C(N(CC)CC)C.C(OCC)(=O)C. (6) Given the product [Cl:1][C:2]1[CH:3]=[C:4]([CH2:17][N:18]2[C:22]([CH3:23])=[CH:21][C:20]([C:24]([NH:27][N:28]3[CH2:33][CH2:32][O:31][CH2:30][CH2:29]3)=[O:25])=[N:19]2)[C:5]2[O:9][C:8]([C:10]3[CH:15]=[CH:14][CH:13]=[CH:12][CH:11]=3)=[CH:7][C:6]=2[CH:16]=1, predict the reactants needed to synthesize it. The reactants are: [Cl:1][C:2]1[CH:3]=[C:4]([CH2:17][N:18]2[C:22]([CH3:23])=[CH:21][C:20]([C:24](O)=[O:25])=[N:19]2)[C:5]2[O:9][C:8]([C:10]3[CH:15]=[CH:14][CH:13]=[CH:12][CH:11]=3)=[CH:7][C:6]=2[CH:16]=1.[NH2:27][N:28]1[CH2:33][CH2:32][O:31][CH2:30][CH2:29]1.CCN=C=NCCCN(C)C.Cl.ON1C2C=CC=CC=2N=N1. (7) Given the product [C:1]1([CH3:15])[CH:6]=[C:5]([CH3:7])[CH:4]=[C:3]([CH3:8])[C:2]=1[C:9]1[N:10]=[C:11]([C:17]([C:18]2[CH:23]=[CH:22][N:21]=[CH:20][CH:19]=2)=[O:24])[S:12][CH:13]=1, predict the reactants needed to synthesize it. The reactants are: [C:1]1([CH3:15])[CH:6]=[C:5]([CH3:7])[CH:4]=[C:3]([CH3:8])[C:2]=1[C:9]1[N:10]=[C:11](N)[S:12][CH:13]=1.Cl.[C:17](Cl)(=[O:24])[C:18]1[CH:23]=[CH:22][N:21]=[CH:20][CH:19]=1. (8) Given the product [Cl:16][C:15]1[C:6]([NH:5][C:3](=[O:4])[CH2:2][NH:30][C:31]2[CH:38]=[CH:37][CH:36]=[C:33]([C:34]#[N:35])[CH:32]=2)=[C:7]2[C:12](=[CH:13][CH:14]=1)[N:11]=[C:10]([N:17]1[CH2:21][CH2:20][C@@H:19]([OH:22])[CH2:18]1)[CH:9]=[CH:8]2, predict the reactants needed to synthesize it. The reactants are: Cl[CH2:2][C:3]([NH:5][C:6]1[C:15]([Cl:16])=[CH:14][CH:13]=[C:12]2[C:7]=1[CH:8]=[CH:9][C:10]([N:17]1[CH2:21][CH2:20][C@@H:19]([O:22][Si](C(C)(C)C)(C)C)[CH2:18]1)=[N:11]2)=[O:4].[NH2:30][C:31]1[CH:32]=[C:33]([CH:36]=[CH:37][CH:38]=1)[C:34]#[N:35].[F-].C([N+](CCCC)(CCCC)CCCC)CCC.